This data is from Peptide-MHC class II binding affinity with 134,281 pairs from IEDB. The task is: Regression. Given a peptide amino acid sequence and an MHC pseudo amino acid sequence, predict their binding affinity value. This is MHC class II binding data. (1) The peptide sequence is MKDFDEPGHLAPTGM. The MHC is HLA-DQA10401-DQB10402 with pseudo-sequence HLA-DQA10401-DQB10402. The binding affinity (normalized) is 0.0237. (2) The peptide sequence is AFKIAATAANAAPAN. The MHC is DRB1_0701 with pseudo-sequence DRB1_0701. The binding affinity (normalized) is 0.469. (3) The binding affinity (normalized) is 0.327. The MHC is DRB1_0802 with pseudo-sequence DRB1_0802. The peptide sequence is EVIPTAFKIGKTYTP. (4) The peptide sequence is GMLPVCPLIPGSTTT. The MHC is DRB1_0101 with pseudo-sequence DRB1_0101. The binding affinity (normalized) is 0. (5) The peptide sequence is WDVTHCSTICLIKRV. The MHC is H-2-IAb with pseudo-sequence H-2-IAb. The binding affinity (normalized) is 0.207.